Dataset: TCR-epitope binding with 47,182 pairs between 192 epitopes and 23,139 TCRs. Task: Binary Classification. Given a T-cell receptor sequence (or CDR3 region) and an epitope sequence, predict whether binding occurs between them. (1) Result: 1 (the TCR binds to the epitope). The epitope is ILGLPTQTV. The TCR CDR3 sequence is CASSPEVDGTSGVSEQFF. (2) The epitope is RAKFKQLL. The TCR CDR3 sequence is CASSQLSPLAGGLETQYF. Result: 1 (the TCR binds to the epitope).